From a dataset of Reaction yield outcomes from USPTO patents with 853,638 reactions. Predict the reaction yield, written as a fraction of the theoretical maximum amount of product (1.0 means a 100% yield; for example, 0.34 means a 34% yield). (1) The product is [CH3:28][O:27][C:26]1[C:3](=[O:2])[C:4]([CH3:33])=[C:5]([CH2:6][C:7]2[CH:8]=[CH:9][C:10]([C:16]3[CH:21]=[CH:20][CH:19]=[C:18]([O:22][CH3:23])[CH:17]=3)=[C:11]([CH:15]=2)[C:12]([OH:14])=[O:13])[C:24](=[O:31])[C:25]=1[O:29][CH3:30]. The catalyst is C(#N)C.O. The reactants are C[O:2][C:3]1[C:4]([CH3:33])=[C:5]([C:24]([O:31]C)=[C:25]([O:29][CH3:30])[C:26]=1[O:27][CH3:28])[CH2:6][C:7]1[CH:8]=[CH:9][C:10]([C:16]2[CH:21]=[CH:20][CH:19]=[C:18]([O:22][CH3:23])[CH:17]=2)=[C:11]([CH:15]=1)[C:12]([OH:14])=[O:13].O=[N+]([O-])[O-].[O-][N+](=O)[O-].[O-][N+](=O)[O-].[O-][N+](=O)[O-].[O-][N+](=O)[O-].[O-][N+](=O)[O-].[Ce+4].[NH4+].[NH4+]. The yield is 0.850. (2) The reactants are [Cl:1][C:2]1[C:7]([OH:8])=[C:6]([I:9])[CH:5]=[C:4]([CH2:10][OH:11])[N:3]=1.[H-].[Na+].Br[CH2:15][C:16]([CH3:18])=[CH2:17]. The catalyst is CN(C=O)C.CCOC(C)=O. The product is [Cl:1][C:2]1[N:3]=[C:4]([CH2:10][OH:11])[CH:5]=[C:6]([I:9])[C:7]=1[O:8][CH2:17][C:16]([CH3:18])=[CH2:15]. The yield is 0.860. (3) The reactants are Br[C:2]1[C:11]2[C:6](=[CH:7][CH:8]=[C:9]([OH:12])[CH:10]=2)[N:5]=[C:4]2[C:13]3[C:18]([O:19][CH2:20][C:3]=12)=[CH:17][C:16]([OH:21])=[CH:15][CH:14]=3.[CH3:22][O:23][C:24]1[CH:29]=[CH:28][C:27](B(O)O)=[CH:26][CH:25]=1. No catalyst specified. The product is [OH:21][C:16]1[CH:17]=[C:18]2[O:19][CH2:20][C:3]3[C:4](=[N:5][C:6]4[C:11]([C:2]=3[C:27]3[CH:28]=[CH:29][C:24]([O:23][CH3:22])=[CH:25][CH:26]=3)=[CH:10][C:9]([OH:12])=[CH:8][CH:7]=4)[C:13]2=[CH:14][CH:15]=1. The yield is 0.840. (4) The reactants are C[O:2][C:3]([CH2:5][NH:6][C:7]1[N:12]=[CH:11][C:10](/[CH:13]=[CH:14]/[C:15]([N:17]([CH3:29])[CH2:18][C:19]2[C:27]3[C:22](=[CH:23][CH:24]=[CH:25][CH:26]=3)[NH:21][C:20]=2[CH3:28])=[O:16])=[CH:9][CH:8]=1)=[O:4].[OH-].[Na+].Cl. The catalyst is O1CCOCC1. The product is [C:3]([CH2:5][NH:6][C:7]1[N:12]=[CH:11][C:10](/[CH:13]=[CH:14]/[C:15]([N:17]([CH3:29])[CH2:18][C:19]2[C:27]3[C:22](=[CH:23][CH:24]=[CH:25][CH:26]=3)[NH:21][C:20]=2[CH3:28])=[O:16])=[CH:9][CH:8]=1)([OH:4])=[O:2]. The yield is 1.00. (5) The reactants are [N:1]1([C:7]2[N:12]3[N:13]=[C:14]([C:16]4[CH:21]=[CH:20][CH:19]=[CH:18][CH:17]=4)[CH:15]=[C:11]3[N:10]=[C:9]([NH:22][NH2:23])[CH:8]=2)[CH2:6][CH2:5][O:4][CH2:3][CH2:2]1.[CH:24]([C:26]1[CH:34]=[CH:33][CH:32]=[C:31]2[C:27]=1[CH:28]=[CH:29][NH:30]2)=O.C(O)(=O)C. The catalyst is C(O)C. The product is [NH:30]1[C:31]2[C:27](=[C:26]([CH:24]=[N:23][NH:22][C:9]3[CH:8]=[C:7]([N:1]4[CH2:6][CH2:5][O:4][CH2:3][CH2:2]4)[N:12]4[N:13]=[C:14]([C:16]5[CH:21]=[CH:20][CH:19]=[CH:18][CH:17]=5)[CH:15]=[C:11]4[N:10]=3)[CH:34]=[CH:33][CH:32]=2)[CH:28]=[CH:29]1. The yield is 0.580. (6) The reactants are [CH3:1][Si:2]([CH3:19])([CH3:18])[CH2:3][CH2:4][O:5][CH2:6][N:7]1[C:11]2[CH:12]=[CH:13][CH:14]=[CH:15][C:10]=2[N:9]=[C:8]1[CH2:16][OH:17]. The catalyst is C(Cl)Cl.O=[Mn]=O. The product is [CH3:1][Si:2]([CH3:19])([CH3:18])[CH2:3][CH2:4][O:5][CH2:6][N:7]1[C:11]2[CH:12]=[CH:13][CH:14]=[CH:15][C:10]=2[N:9]=[C:8]1[CH:16]=[O:17]. The yield is 0.550. (7) The reactants are [CH2:1]([CH:4]=[CH:5][CH2:6][CH2:7][CH2:8][NH:9][C:10](=[O:19])[O:11][CH2:12][C:13]1[CH:18]=[CH:17][CH:16]=[CH:15][CH:14]=1)C=C. The catalyst is C(Cl)Cl.Cl[Ru](=CC1C=CC=CC=1)([P](C1CCCCC1)(C1CCCCC1)C1CCCCC1)([P](C1CCCCC1)(C1CCCCC1)C1CCCCC1)Cl. The product is [N:9]1([C:10]([O:11][CH2:12][C:13]2[CH:18]=[CH:17][CH:16]=[CH:15][CH:14]=2)=[O:19])[CH2:1][CH:4]=[CH:5][CH2:6][CH2:7][CH2:8]1. The yield is 0.460.